This data is from Catalyst prediction with 721,799 reactions and 888 catalyst types from USPTO. The task is: Predict which catalyst facilitates the given reaction. (1) Reactant: N1[C:6]2[CH2:7][CH2:8][CH2:9][CH2:10][C:5]=2[N:4]=[C:3]([C:11]([O:13][CH2:14][CH3:15])=[O:12])N=1.C(O)(=O)[C:17]1[C:18](=[CH:20][CH:21]=[CH:22][CH:23]=1)N.N(OCCC(C)C)=O. Product: [CH2:7]1[C:6]2[C:5](=[N:4][C:3]([C:11]([O:13][CH2:14][CH3:15])=[O:12])=[C:17]3[C:18]=2[CH:20]=[CH:21][CH:22]=[CH:23]3)[CH2:10][CH2:9][CH2:8]1. The catalyst class is: 472. (2) Reactant: [Cl:1][C:2]1[CH:3]=[C:4]([S:8]([NH:11][C:12]2[CH:17]=[C:16]([CH3:18])[N:15]=[C:14]3[S:19][C:20]([CH3:24])=[C:21]([C:22]#[N:23])[C:13]=23)(=[O:10])=[O:9])[CH:5]=[CH:6][CH:7]=1.CS(C)=[O:27].[OH-].[Na+].Cl. Product: [Cl:1][C:2]1[CH:3]=[C:4]([S:8]([NH:11][C:12]2[CH:17]=[C:16]([CH3:18])[N:15]=[C:14]3[S:19][C:20]([CH3:24])=[C:21]([C:22]([NH2:23])=[O:27])[C:13]=23)(=[O:10])=[O:9])[CH:5]=[CH:6][CH:7]=1. The catalyst class is: 6. (3) Reactant: [CH3:1][N:2]1[C:7](=[O:8])[CH:6]=[C:5]([C:9]2[CH:16]=[CH:15][C:12]([CH:13]=[O:14])=[CH:11][CH:10]=2)[C:4]([C:17]2[CH:22]=[CH:21][CH:20]=[CH:19][C:18]=2[O:23][C:24]2[CH:29]=[CH:28][CH:27]=[CH:26][CH:25]=2)=[N:3]1.[In].Br[CH2:32][CH:33]=[CH2:34]. Product: [OH:14][CH:13]([C:12]1[CH:11]=[CH:10][C:9]([C:5]2[C:4]([C:17]3[CH:22]=[CH:21][CH:20]=[CH:19][C:18]=3[O:23][C:24]3[CH:29]=[CH:28][CH:27]=[CH:26][CH:25]=3)=[N:3][N:2]([CH3:1])[C:7](=[O:8])[CH:6]=2)=[CH:16][CH:15]=1)[CH2:34][CH:33]=[CH2:32]. The catalyst class is: 9. (4) Reactant: [C:1]([O:5][C:6]([NH:8][C@H:9]([CH2:29][C:30]1[CH:35]=[C:34]([F:36])[C:33]([F:37])=[CH:32][C:31]=1[F:38])[CH2:10][C:11]([N:13]1[CH2:18][CH2:17][N:16]2[C:19]([C:25]([F:28])([F:27])[F:26])=[N:20][C:21]([C:22](O)=[O:23])=[C:15]2[CH2:14]1)=[O:12])=[O:7])([CH3:4])([CH3:3])[CH3:2].N[C:40]1[CH:41]=[N:42][CH:43]=[CH:44][CH:45]=1.C([N:48](CC)CC)C.O=C1N(P(Cl)(N2CCOC2=O)=O)CCO1. Product: [C:1]([O:5][C:6](=[O:7])[NH:8][C@H:9]([CH2:29][C:30]1[CH:35]=[C:34]([F:36])[C:33]([F:37])=[CH:32][C:31]=1[F:38])[CH2:10][C:11](=[O:12])[N:13]1[CH2:18][CH2:17][N:16]2[C:19]([C:25]([F:28])([F:27])[F:26])=[N:20][C:21]([C:22](=[O:23])[NH:48][C:43]3[CH:44]=[CH:45][CH:40]=[CH:41][N:42]=3)=[C:15]2[CH2:14]1)([CH3:4])([CH3:2])[CH3:3]. The catalyst class is: 4. (5) Reactant: [CH2:1]([NH:8][C:9](=[O:26])[NH:10][C:11]1[CH:25]=[CH:24][C:14]([CH2:15][NH:16]C(=O)OC(C)(C)C)=[CH:13][CH:12]=1)[C:2]1[CH:7]=[CH:6][CH:5]=[CH:4][CH:3]=1.S(Cl)(Cl)=O. Product: [NH2:16][CH2:15][C:14]1[CH:13]=[CH:12][C:11]([NH:10][C:9]([NH:8][CH2:1][C:2]2[CH:3]=[CH:4][CH:5]=[CH:6][CH:7]=2)=[O:26])=[CH:25][CH:24]=1. The catalyst class is: 5.